From a dataset of Forward reaction prediction with 1.9M reactions from USPTO patents (1976-2016). Predict the product of the given reaction. (1) Given the reactants [N:1]1([CH2:7][CH2:8][NH2:9])[CH2:6][CH2:5][CH2:4][CH2:3][CH2:2]1.[CH3:10][CH:11]([CH3:15])[C:12](Cl)=[O:13], predict the reaction product. The product is: [CH3:10][CH:11]([CH3:15])[C:12]([NH:9][CH2:8][CH2:7][N:1]1[CH2:6][CH2:5][CH2:4][CH2:3][CH2:2]1)=[O:13]. (2) Given the reactants CC(C)([O-])C.[K+].[NH:7]1[CH:11]=[N:10][C:9]([SH:12])=[N:8]1.Cl[CH2:14][C:15](=[O:21])[CH2:16][C:17]([O:19][CH3:20])=[O:18], predict the reaction product. The product is: [O:21]=[C:15]([CH2:14][S:12][C:9]1[N:10]=[CH:11][NH:7][N:8]=1)[CH2:16][C:17]([O:19][CH3:20])=[O:18]. (3) Given the reactants [N:1]1[N:2]2[CH2:16][CH2:15][CH2:14][C:3]2=[CH:4][C:5]=1[NH:6]C(=O)OC(C)(C)C.FC(F)(F)C(O)=O, predict the reaction product. The product is: [N:1]1[N:2]2[CH2:16][CH2:15][CH2:14][C:3]2=[CH:4][C:5]=1[NH2:6]. (4) The product is: [CH3:1][O:2][C:3]1[CH:20]=[CH:19][C:6]([CH2:7][O:8][C:9]2[C:10](=[O:18])[CH:11]=[C:12]([C:15]([OH:17])=[O:16])[N:22]([CH3:21])[CH:14]=2)=[CH:5][CH:4]=1. Given the reactants [CH3:1][O:2][C:3]1[CH:20]=[CH:19][C:6]([CH2:7][O:8][C:9]2[C:10](=[O:18])[CH:11]=[C:12]([C:15]([OH:17])=[O:16])O[CH:14]=2)=[CH:5][CH:4]=1.[CH3:21][NH2:22].Cl, predict the reaction product. (5) Given the reactants [F:1][C:2]1[C:7]([F:8])=[CH:6][CH:5]=[CH:4][C:3]=1[C@@H:9]1[CH2:19][CH:18]=CC2=NC=C[CH:16]=[C:11]2[CH2:10]1.C[N+:21]1([O-])[CH2:26][CH2:25][O:24][CH2:23][CH2:22]1.S(=O)(=O)(O)[O-:29].[Na+], predict the reaction product. The product is: [F:1][C:2]1[C:7]([F:8])=[CH:6][CH:5]=[CH:4][C:3]=1[C@@H:9]1[CH2:19][C@@H:18]([OH:29])[C@@H:25]([OH:24])[C:26]2=[N:21][CH:22]=[CH:23][CH:16]=[C:11]2[CH2:10]1. (6) Given the reactants [C:1]([C:5]1[CH:6]=[C:7]([CH:17]([OH:21])[C:18]([OH:20])=[O:19])[N:8]([C:10]2[CH:15]=[CH:14][C:13]([CH3:16])=[CH:12][CH:11]=2)[N:9]=1)([CH3:4])([CH3:3])[CH3:2].CC(OI1(OC(C)=O)(OC(C)=O)OC(=O)C2C=CC=CC1=2)=O.Cl, predict the reaction product. The product is: [C:1]([C:5]1[CH:6]=[C:7]([C:17](=[O:21])[C:18]([OH:20])=[O:19])[N:8]([C:10]2[CH:15]=[CH:14][C:13]([CH3:16])=[CH:12][CH:11]=2)[N:9]=1)([CH3:4])([CH3:2])[CH3:3]. (7) The product is: [CH2:11]=[CH:12][C:13]1[CH:18]=[CH:17][CH:16]=[CH:15][CH:14]=1.[CH2:1]=[CH:2][CH:3]=[CH2:4].[CH2:11]=[CH:12][C:13]1[CH:18]=[CH:17][CH:16]=[CH:15][CH:14]=1. Given the reactants [CH2:1]([Li])[CH2:2][CH2:3][CH3:4].O1CCCC1.[CH2:11]=[CH:12][C:13]1[CH:18]=[CH:17][CH:16]=[CH:15][CH:14]=1.C=CC=C, predict the reaction product. (8) Given the reactants [CH3:1][O:2][C:3]1[C:4](=[O:9])[NH:5][CH:6]=[CH:7][CH:8]=1.[CH3:10][C:11]([CH3:14])([O-])[CH3:12].[K+].F[C:17]1C=C(C)[C:20]([N+:24]([O-:26])=[O:25])=[CH:19][C:18]=1C.[Cl-].[Na+], predict the reaction product. The product is: [CH3:10][C:11]1[CH:14]=[C:20]([N+:24]([O-:26])=[O:25])[CH:19]=[C:18]([CH3:17])[C:12]=1[N:5]1[CH:6]=[CH:7][CH:8]=[C:3]([O:2][CH3:1])[C:4]1=[O:9]. (9) Given the reactants [C:1]([O:5][C:6]([N:8]1[CH2:13][CH2:12][CH:11]([OH:14])[CH2:10][CH2:9]1)=[O:7])([CH3:4])([CH3:3])[CH3:2].O[C:16]1[CH:17]=[C:18]([CH:23]=[CH:24][CH:25]=1)[C:19]([O:21][CH3:22])=[O:20].C1(P(C2C=CC=CC=2)C2C=CC=CC=2)C=CC=CC=1.N(C(OC(C)(C)C)=O)=NC(OC(C)(C)C)=O, predict the reaction product. The product is: [C:1]([O:5][C:6]([N:8]1[CH2:13][CH2:12][CH:11]([O:14][C:16]2[CH:25]=[CH:24][CH:23]=[C:18]([C:19]([O:21][CH3:22])=[O:20])[CH:17]=2)[CH2:10][CH2:9]1)=[O:7])([CH3:4])([CH3:2])[CH3:3]. (10) Given the reactants C[C:2]1([C:14]([O-:16])=O)[CH2:6][CH2:5][N:4]([C:7]([O:9][C:10]([CH3:13])([CH3:12])[CH3:11])=[O:8])[CH2:3]1.[NH2:17][NH2:18], predict the reaction product. The product is: [NH:17]([C:14]([CH:2]1[CH2:6][CH2:5][N:4]([C:7]([O:9][C:10]([CH3:13])([CH3:12])[CH3:11])=[O:8])[CH2:3]1)=[O:16])[NH2:18].